This data is from Full USPTO retrosynthesis dataset with 1.9M reactions from patents (1976-2016). The task is: Predict the reactants needed to synthesize the given product. (1) Given the product [Cl:31][C:28]1[CH:29]=[CH:30][C:25]([CH2:24][C:23]2[N:11]=[C:9]([NH:8][C:6]3[CH:5]=[CH:4][C:3]([S:12]([NH:15][C:16]4[S:17][CH:18]=[CH:19][N:20]=4)(=[O:13])=[O:14])=[C:2]([F:1])[CH:7]=3)[S:10][CH:22]=2)=[CH:26][CH:27]=1, predict the reactants needed to synthesize it. The reactants are: [F:1][C:2]1[CH:7]=[C:6]([NH:8][C:9]([NH2:11])=[S:10])[CH:5]=[CH:4][C:3]=1[S:12]([NH:15][C:16]1[S:17][CH:18]=[CH:19][N:20]=1)(=[O:14])=[O:13].Br[CH2:22][C:23](=O)[CH2:24][C:25]1[CH:30]=[CH:29][C:28]([Cl:31])=[CH:27][CH:26]=1. (2) Given the product [F:35][CH:2]([F:1])[C:3]1[CH:8]=[CH:7][CH:6]=[CH:5][C:4]=1[C:9]1[S:13][C:12]2[CH:14]=[C:15]([OH:18])[CH:16]=[CH:17][C:11]=2[C:10]=1[O:19][C:20]1[CH:25]=[CH:24][C:23](/[CH:26]=[CH:27]/[C:28]([OH:30])=[O:29])=[CH:22][CH:21]=1, predict the reactants needed to synthesize it. The reactants are: [F:1][CH:2]([F:35])[C:3]1[CH:8]=[CH:7][CH:6]=[CH:5][C:4]=1[C:9]1[S:13][C:12]2[CH:14]=[C:15]([OH:18])[CH:16]=[CH:17][C:11]=2[C:10]=1[O:19][C:20]1[CH:25]=[CH:24][C:23](/[CH:26]=[CH:27]/[C:28]([O:30]C(C)(C)C)=[O:29])=[CH:22][CH:21]=1.Cl. (3) Given the product [C:1]([O:5][C:6](=[O:41])[N:7]([CH2:30][C:31]1[CH:40]=[CH:39][C:34]2[O:35][CH2:36][CH2:37][O:38][C:33]=2[CH:32]=1)[CH:8]1[CH2:9][CH2:10][N:11]([CH2:14][CH2:15][N:16]2[C:25]3[C:20](=[CH:21][C:22]([NH2:26])=[CH:23][CH:24]=3)[CH:19]=[CH:18][C:17]2=[O:29])[CH2:12][CH2:13]1)([CH3:4])([CH3:2])[CH3:3], predict the reactants needed to synthesize it. The reactants are: [C:1]([O:5][C:6](=[O:41])[N:7]([CH2:30][C:31]1[CH:40]=[CH:39][C:34]2[O:35][CH2:36][CH2:37][O:38][C:33]=2[CH:32]=1)[CH:8]1[CH2:13][CH2:12][N:11]([CH2:14][CH2:15][N:16]2[C:25]3[C:20](=[CH:21][C:22]([N+:26]([O-])=O)=[CH:23][CH:24]=3)[CH:19]=[CH:18][C:17]2=[O:29])[CH2:10][CH2:9]1)([CH3:4])([CH3:3])[CH3:2]. (4) Given the product [Cl:11][C:12]1[CH:13]=[CH:14][C:15]([N:18]2[CH2:22][C:21]3([CH2:28][CH2:27][CH2:26][CH2:25][CH2:24]3)[NH:20][C:19]2=[O:29])=[CH:16][CH:17]=1, predict the reactants needed to synthesize it. The reactants are: [H-].[Al+3].[Li+].[H-].[H-].[H-].[Al+3].[Cl-].[Cl-].[Cl-].[Cl:11][C:12]1[CH:17]=[CH:16][C:15]([N:18]2[C:22](=O)[C:21]3([CH2:28][CH2:27][CH2:26][CH2:25][CH2:24]3)[NH:20][C:19]2=[O:29])=[CH:14][CH:13]=1.